From a dataset of Reaction yield outcomes from USPTO patents with 853,638 reactions. Predict the reaction yield, written as a fraction of the theoretical maximum amount of product (1.0 means a 100% yield; for example, 0.34 means a 34% yield). The reactants are [Cl:1][C:2]1[CH:3]=[C:4]([C:8]2[N:12]=[C:11]([CH2:13][S:14][C:15]3[N:19]([CH3:20])[CH:18]=[N:17][N:16]=3)[O:10][N:9]=2)[CH:5]=[CH:6][CH:7]=1.[Br:21]Br. The catalyst is C(Cl)(Cl)Cl. The product is [Br:21][C:18]1[N:19]([CH3:20])[C:15]([S:14][CH2:13][C:11]2[O:10][N:9]=[C:8]([C:4]3[CH:5]=[CH:6][CH:7]=[C:2]([Cl:1])[CH:3]=3)[N:12]=2)=[N:16][N:17]=1. The yield is 0.575.